Dataset: Forward reaction prediction with 1.9M reactions from USPTO patents (1976-2016). Task: Predict the product of the given reaction. (1) Given the reactants [CH2:1]([O:3][C:4]([N:6]1[CH2:11][CH2:10][N:9]([C:12](=[O:47])[C@@H:13]([NH:25][C:26]([C:28]2[CH:32]=[C:31]([O:33][CH2:34][C:35](=[O:40])[C:36]([CH3:39])([CH3:38])[CH3:37])[N:30]([C:41]3[CH:46]=[CH:45][CH:44]=[CH:43][CH:42]=3)[N:29]=2)=[O:27])[CH2:14][NH:15][C:16]2[C:19](=[O:20])[C:18](=[O:21])[C:17]=2[O:22]CC)[CH2:8][CH2:7]1)=[O:5])[CH3:2].[OH-].[Na+].Cl, predict the reaction product. The product is: [CH2:1]([O:3][C:4]([N:6]1[CH2:11][CH2:10][N:9]([C:12](=[O:47])[C@@H:13]([NH:25][C:26]([C:28]2[CH:32]=[C:31]([O:33][CH2:34][C:35](=[O:40])[C:36]([CH3:39])([CH3:38])[CH3:37])[N:30]([C:41]3[CH:42]=[CH:43][CH:44]=[CH:45][CH:46]=3)[N:29]=2)=[O:27])[CH2:14][NH:15][C:16]2[C:17](=[O:22])[C:18](=[O:21])[C:19]=2[OH:20])[CH2:8][CH2:7]1)=[O:5])[CH3:2]. (2) The product is: [CH3:21][C:20]1[CH:19]=[CH:18][C:14]([C:15](=[O:17])[NH:28][C:26]2[S:27][C:23]([CH3:22])=[N:24][N:25]=2)=[CH:13][C:12]=1[C@@H:10]1[CH2:11][C@H:9]1[NH:8][C:6](=[O:7])[O:5][C:1]([CH3:2])([CH3:3])[CH3:4]. Given the reactants [C:1]([O:5][C:6]([NH:8][C@@H:9]1[CH2:11][C@H:10]1[C:12]1[CH:13]=[C:14]([CH:18]=[CH:19][C:20]=1[CH3:21])[C:15]([OH:17])=O)=[O:7])([CH3:4])([CH3:3])[CH3:2].[CH3:22][C:23]1[S:27][C:26]([NH2:28])=[N:25][N:24]=1.CN(C(ON1N=NC2C=CC=NC1=2)=[N+](C)C)C.F[P-](F)(F)(F)(F)F.C(=O)([O-])O.[Na+], predict the reaction product. (3) Given the reactants [F:1][C:2]1[CH:10]=[CH:9][CH:8]=[C:7]2[C:3]=1[C:4]([CH:11]=O)=[CH:5][NH:6]2.[CH3:13][N:14]1C2C(=CC=CC=2)C(C)=C1C=O, predict the reaction product. The product is: [F:1][C:2]1[CH:10]=[CH:9][CH:8]=[C:7]2[C:3]=1[C:4]([CH2:11][NH:14][CH3:13])=[CH:5][NH:6]2. (4) Given the reactants C[O:2][C:3](=[O:34])[CH2:4][CH2:5][C:6]1[CH:11]=[CH:10][C:9]([O:12][CH2:13][CH2:14][C:15]2[N:16]=[C:17]([C:21]3[CH:26]=[CH:25][C:24]([C:27]4[CH:28]=[N:29][CH:30]=[CH:31][CH:32]=4)=[CH:23][CH:22]=3)[S:18][C:19]=2[CH3:20])=[CH:8][C:7]=1[CH3:33].[OH-:35].[Na+].Cl, predict the reaction product. The product is: [CH3:33][C:7]1[CH:8]=[C:9]([O:12][CH2:13][CH2:14][C:15]2[N:16]=[C:17]([C:21]3[CH:26]=[CH:25][C:24]([C:27]4[CH:28]=[N:29][CH:30]=[CH:31][CH:32]=4)=[CH:23][CH:22]=3)[S:18][C:19]=2[CH3:20])[CH:10]=[CH:11][C:6]=1[CH2:5][CH2:4][C:3]([OH:34])=[O:2].[C:9]([O:12][CH2:13][CH3:14])(=[O:35])[CH3:8]. (5) Given the reactants [CH3:1][O:2][C:3]([C:5]1[S:6][C:7](Br)=[CH:8][C:9]=1[NH:10][C:11]([O:13][C:14]([CH3:17])([CH3:16])[CH3:15])=[O:12])=[O:4].C(N(CC)CC)C.[C:26]([C:30]#[CH:31])([CH3:29])([CH3:28])[CH3:27], predict the reaction product. The product is: [CH3:1][O:2][C:3]([C:5]1[S:6][C:7]([C:31]#[C:30][C:26]([CH3:29])([CH3:28])[CH3:27])=[CH:8][C:9]=1[NH:10][C:11]([O:13][C:14]([CH3:17])([CH3:16])[CH3:15])=[O:12])=[O:4]. (6) The product is: [Cl:31][C:19]1[CH:20]=[C:21]([C:24]2[C:29]([CH3:30])=[N:28][CH:27]=[CH:26][N:25]=2)[CH:22]=[CH:23][C:18]=1[C:16]1[C:15](=[O:32])[N:14]([CH2:33][C:34]2[CH:35]=[N:36][CH:37]=[CH:38][CH:39]=2)[C:7]2[N:8]=[C:9]([NH:46][C@@H:43]3[CH2:44][CH2:45][O:41][CH2:42]3)[N:10]=[CH:5][C:6]=2[CH:17]=1. Given the reactants C([C:5]1[C:6]2[CH:17]=[C:16]([C:18]3[CH:23]=[CH:22][C:21]([C:24]4[C:29]([CH3:30])=[N:28][CH:27]=[CH:26][N:25]=4)=[CH:20][C:19]=3[Cl:31])[C:15](=[O:32])[N:14]([CH2:33][C:34]3[CH:35]=[N:36][CH:37]=[CH:38][CH:39]=3)[C:7]=2[N:8]=[C:9](S(C)=O)[N:10]=1)(C)(C)C.Cl.[O:41]1[CH2:45][CH2:44][C@@H:43]([NH2:46])[CH2:42]1.CCN(C(C)C)C(C)C, predict the reaction product. (7) The product is: [O:1]1[C:5]2[CH:6]=[CH:7][C:8]([CH2:10][N:11]3[C:20]([CH2:21][O:22][CH2:37][C:34]4[CH:35]=[CH:36][N:31]=[CH:32][CH:33]=4)=[C:19]([C:23]4[CH:28]=[CH:27][CH:26]=[CH:25][CH:24]=4)[C:18]4[C:13](=[CH:14][CH:15]=[C:16]([Br:29])[CH:17]=4)[C:12]3=[O:30])=[CH:9][C:4]=2[O:3][CH2:2]1. Given the reactants [O:1]1[C:5]2[CH:6]=[CH:7][C:8]([CH2:10][N:11]3[C:20]([CH2:21][OH:22])=[C:19]([C:23]4[CH:28]=[CH:27][CH:26]=[CH:25][CH:24]=4)[C:18]4[C:13](=[CH:14][CH:15]=[C:16]([Br:29])[CH:17]=4)[C:12]3=[O:30])=[CH:9][C:4]=2[O:3][CH2:2]1.[N:31]1[CH:36]=[CH:35][C:34]([CH2:37]O)=[CH:33][CH:32]=1, predict the reaction product. (8) Given the reactants [CH:1]([N:4]1[C:9]([CH3:10])=[C:8]([C:11]2[CH:16]=[CH:15][CH:14]=[C:13]([C:17]([F:20])([F:19])[F:18])[CH:12]=2)[C:7](=[O:21])[C:6]([C:22]([OH:24])=O)=[CH:5]1)([CH3:3])[CH3:2].CN(C(ON1N=NC2C=CC=CC1=2)=[N+](C)C)C.[B-](F)(F)(F)F.CN1CCOCC1.[CH3:54][C:55]1[O:59][C:58]([CH2:60][NH2:61])=[N:57][N:56]=1, predict the reaction product. The product is: [CH3:54][C:55]1[O:59][C:58]([CH2:60][NH:61][C:22]([C:6]2[C:7](=[O:21])[C:8]([C:11]3[CH:16]=[CH:15][CH:14]=[C:13]([C:17]([F:20])([F:19])[F:18])[CH:12]=3)=[C:9]([CH3:10])[N:4]([CH:1]([CH3:2])[CH3:3])[CH:5]=2)=[O:24])=[N:57][N:56]=1.